Task: Predict the product of the given reaction.. Dataset: Forward reaction prediction with 1.9M reactions from USPTO patents (1976-2016) (1) Given the reactants Cl[C:2]1[CH2:7][N:6](C(=O)C)[CH:5]=[CH:4][N:3]=1.[F:11][C:12]([F:21])([F:20])[C:13]1[CH:19]=[CH:18][C:16]([NH2:17])=[CH:15][CH:14]=1.Cl.[CH3:23][CH2:24][OH:25], predict the reaction product. The product is: [F:11][C:12]([F:20])([F:21])[C:13]1[CH:19]=[CH:18][C:16]([NH:17][C:5]2[N:6]=[CH:7][C:2]([C:24](=[O:25])[CH3:23])=[N:3][CH:4]=2)=[CH:15][CH:14]=1. (2) Given the reactants F[C:2]1[CH:7]=[CH:6][CH:5]=[C:4]([CH3:8])[N:3]=1.C(O)(C)C.[NH2:13][NH2:14], predict the reaction product. The product is: [CH3:8][C:4]1[N:3]=[C:2]([NH:13][NH2:14])[CH:7]=[CH:6][CH:5]=1. (3) Given the reactants [NH2:1][C:2]1[N:7]([CH3:8])[C:6](=[O:9])[C:5]([CH3:11])([CH3:10])[C@:4]([C:13]2[CH:18]=[C:17]([N+:19]([O-])=O)[CH:16]=[CH:15][C:14]=2[F:22])([CH3:12])[N:3]=1, predict the reaction product. The product is: [NH2:1][C:2]1[N:7]([CH3:8])[C:6](=[O:9])[C:5]([CH3:10])([CH3:11])[C@:4]([C:13]2[CH:18]=[C:17]([NH2:19])[CH:16]=[CH:15][C:14]=2[F:22])([CH3:12])[N:3]=1. (4) Given the reactants [CH3:1][O:2][C:3]1[CH:15]=[C:14]([O:16][CH3:17])[CH:13]=[CH:12][C:4]=1[CH2:5][NH:6][C:7]1[S:8][CH:9]=[CH:10][N:11]=1.COC1C=C(OC)C=CC=1CN(C1SN=CN=1)[S:24]([C:27]1[CH:36]=[CH:35][C:30]2[NH:31][C:32](=[O:34])[O:33][C:29]=2[CH:28]=1)(=[O:26])=[O:25], predict the reaction product. The product is: [CH3:1][O:2][C:3]1[CH:15]=[C:14]([O:16][CH3:17])[CH:13]=[CH:12][C:4]=1[CH2:5][N:6]([C:7]1[S:8][CH:9]=[CH:10][N:11]=1)[S:24]([C:27]1[CH:36]=[CH:35][C:30]2[NH:31][C:32](=[O:34])[O:33][C:29]=2[CH:28]=1)(=[O:26])=[O:25].